From a dataset of CYP2C9 inhibition data for predicting drug metabolism from PubChem BioAssay. Regression/Classification. Given a drug SMILES string, predict its absorption, distribution, metabolism, or excretion properties. Task type varies by dataset: regression for continuous measurements (e.g., permeability, clearance, half-life) or binary classification for categorical outcomes (e.g., BBB penetration, CYP inhibition). Dataset: cyp2c9_veith. The compound is Cc1nnc(SCc2ccc(F)cc2Cl)s1. The result is 0 (non-inhibitor).